Dataset: CYP2C19 inhibition data for predicting drug metabolism from PubChem BioAssay. Task: Regression/Classification. Given a drug SMILES string, predict its absorption, distribution, metabolism, or excretion properties. Task type varies by dataset: regression for continuous measurements (e.g., permeability, clearance, half-life) or binary classification for categorical outcomes (e.g., BBB penetration, CYP inhibition). Dataset: cyp2c19_veith. (1) The drug is O=C(Cc1ccccc1)NCCSCc1ccc(Cl)cc1. The result is 1 (inhibitor). (2) The compound is c1ncc(-c2ccc3c(c2)OCO3)c(NCCc2cnc[nH]2)n1. The result is 1 (inhibitor). (3) The compound is Cc1ccc(OCC(O)CNC(=O)c2ccccc2C(=O)O)cc1. The result is 1 (inhibitor). (4) The molecule is COC(=O)[C@@]1(Cc2ccc(F)cc2)[C@H]2c3cc(C(=O)N(C)C)n(Cc4ccc(O)c(OC)c4)c3C[C@H]2CN1C(=O)c1ccccc1. The result is 1 (inhibitor). (5) The compound is Cc1cccc(NC(=S)NNC(=O)CC(C)O)c1C. The result is 0 (non-inhibitor). (6) The compound is CC(C)CO/N=C1/C[C@@H](O)[C@@H](O)[C@@H]2[C@@H]3C(=O)N(c4cccc(Oc5ccccc5)c4)C(=O)[C@H]3CC[C@@H]12. The result is 0 (non-inhibitor).